This data is from Full USPTO retrosynthesis dataset with 1.9M reactions from patents (1976-2016). The task is: Predict the reactants needed to synthesize the given product. (1) Given the product [CH3:16][NH:17][C@H:3]([C:4]([OH:6])=[O:5])[C:2]([CH3:8])([CH3:1])[C:9]1[CH:14]=[CH:13][C:12]([CH3:15])=[CH:11][CH:10]=1, predict the reactants needed to synthesize it. The reactants are: [CH3:1][C:2]([C:9]1[CH:14]=[CH:13][C:12]([CH3:15])=[CH:11][CH:10]=1)([CH3:8])[C:3](=O)[C:4]([OH:6])=[O:5].[CH3:16][NH2:17]. (2) Given the product [NH2:7][C:8]1[N:9]([CH3:26])[C:10](=[O:25])[C:11]([CH3:24])([CH3:23])[C@:12]([C:15]2[CH:20]=[C:19]([NH:34][C:33]3[N:29]([CH3:28])[N:30]=[CH:31][CH:32]=3)[CH:18]=[CH:17][C:16]=2[F:22])([CH3:14])[N:13]=1, predict the reactants needed to synthesize it. The reactants are: C(OC(=O)[NH:7][C:8]1[N:9]([CH3:26])[C:10](=[O:25])[C:11]([CH3:24])([CH3:23])[C@:12]([C:15]2[CH:20]=[C:19](Br)[CH:18]=[CH:17][C:16]=2[F:22])([CH3:14])[N:13]=1)(C)(C)C.[CH3:28][N:29]1[C:33]([NH2:34])=[CH:32][CH:31]=[N:30]1. (3) Given the product [Br:1][C:2]1[C:3]([NH:9][CH2:10][CH2:11][CH2:12][NH:13][CH3:14])=[N:4][C:5]([Cl:8])=[N:6][CH:7]=1, predict the reactants needed to synthesize it. The reactants are: [Br:1][C:2]1[C:3]([NH:9][CH2:10][CH2:11][CH2:12][N:13](C)[C:14](=O)OC(C)(C)C)=[N:4][C:5]([Cl:8])=[N:6][CH:7]=1.FC(F)(F)C(O)=O. (4) Given the product [CH2:23]([NH:30][C:20]([C:18]1[CH:17]=[CH:16][C:14]2[CH:15]=[C:11]([C:9]3[N:8]=[C:6]4[N:5]([CH:10]=3)[N:4]=[C:3]([S:2][CH3:1])[S:7]4)[O:12][C:13]=2[CH:19]=1)=[O:21])[C:24]1[CH:29]=[CH:28][CH:27]=[CH:26][CH:25]=1, predict the reactants needed to synthesize it. The reactants are: [CH3:1][S:2][C:3]1[S:7][C:6]2=[N:8][C:9]([C:11]3[O:12][C:13]4[CH:19]=[C:18]([C:20](O)=[O:21])[CH:17]=[CH:16][C:14]=4[CH:15]=3)=[CH:10][N:5]2[N:4]=1.[CH2:23]([NH2:30])[C:24]1[CH:29]=[CH:28][CH:27]=[CH:26][CH:25]=1.C(N(C(C)C)CC)(C)C.CN(C(ON1N=NC2C=CC=NC1=2)=[N+](C)C)C.F[P-](F)(F)(F)(F)F. (5) Given the product [CH2:20]1[C:10]2([CH2:16][CH2:15][NH:14][CH2:17][CH2:18]2)[CH2:23][CH2:22][CH2:21]1, predict the reactants needed to synthesize it. The reactants are: [H-].[Al+3].[Li+].[H-].[H-].[H-].ClCCl.[CH3:10]O.C([N:14]([CH2:17][CH3:18])[CH2:15][CH3:16])C.O1[CH2:23][CH2:22][CH2:21][CH2:20]1. (6) Given the product [CH3:25][C:15]1[CH:20]=[CH:19][C:18]([S:21]([O:14][CH2:13][C@H:10]2[CH2:9][CH2:8][C:7]3[C:12](=[C:3]([O:2][CH3:1])[CH:4]=[CH:5][CH:6]=3)[O:11]2)(=[O:23])=[O:22])=[CH:17][CH:16]=1, predict the reactants needed to synthesize it. The reactants are: [CH3:1][O:2][C:3]1[CH:4]=[CH:5][CH:6]=[C:7]2[C:12]=1[O:11][C@@H:10]([CH2:13][OH:14])[CH2:9][CH2:8]2.[C:15]1([CH3:25])[CH:20]=[CH:19][C:18]([S:21](Cl)(=[O:23])=[O:22])=[CH:17][CH:16]=1.C(N(CC)C(C)C)(C)C. (7) Given the product [O:18]1[CH2:19][CH2:20][CH:15]([CH:3]([C:4]2[CH:9]=[CH:8][C:7]([O:10][C:11]([F:12])([F:13])[F:14])=[CH:6][CH:5]=2)[NH2:2])[CH2:16][CH2:17]1, predict the reactants needed to synthesize it. The reactants are: O[N:2]=[C:3]([CH:15]1[CH2:20][CH2:19][O:18][CH2:17][CH2:16]1)[C:4]1[CH:9]=[CH:8][C:7]([O:10][C:11]([F:14])([F:13])[F:12])=[CH:6][CH:5]=1.[OH-].[Na+]. (8) Given the product [C:26]([OH:25])(=[O:31])[C:34]([OH:36])=[O:37].[O:35]=[C:2]1[CH2:7][NH:6][CH2:5][C:4]([CH2:10][N:11]2[CH2:16][CH2:15][CH:14]([CH2:17][CH2:18][C:19]3[CH:24]=[CH:23][CH:22]=[CH:21][C:20]=3[O:25][CH2:26][CH:27]([CH3:29])[CH3:28])[CH2:13][CH2:12]2)=[CH:3]1, predict the reactants needed to synthesize it. The reactants are: Cl[C:2]1[CH:3]=[C:4]([CH2:10][N:11]2[CH2:16][CH2:15][CH:14]([CH2:17][CH2:18][C:19]3[CH:24]=[CH:23][CH:22]=[CH:21][C:20]=3[O:25][CH2:26][CH:27]([CH3:29])[CH3:28])[CH2:13][CH2:12]2)[C:5](OC)=[N:6][CH:7]=1.S(Cl)(Cl)=[O:31].[C:34](=[O:37])([O-:36])[O-:35].[Na+].[Na+]. (9) Given the product [C:1]([O:4][C@@H:5]1[C@@H:18]([O:19][C:20](=[O:22])[CH3:21])[C@H:17]([O:23][C:24](=[O:26])[CH3:25])[CH2:16][S:15][C@H:6]1[O:7][C:8]1[CH:9]=[N:10][CH:11]=[C:12]([C:31]2[CH:32]=[CH:33][C:28]([F:27])=[CH:29][C:30]=2[O:37][CH3:38])[CH:13]=1)(=[O:3])[CH3:2], predict the reactants needed to synthesize it. The reactants are: [C:1]([O:4][C@@H:5]1[C@@H:18]([O:19][C:20](=[O:22])[CH3:21])[C@H:17]([O:23][C:24](=[O:26])[CH3:25])[CH2:16][S:15][C@H:6]1[O:7][C:8]1[CH:9]=[N:10][CH:11]=[C:12](Br)[CH:13]=1)(=[O:3])[CH3:2].[F:27][C:28]1[CH:33]=[CH:32][C:31](B(O)O)=[C:30]([O:37][CH3:38])[CH:29]=1.